Dataset: Forward reaction prediction with 1.9M reactions from USPTO patents (1976-2016). Task: Predict the product of the given reaction. (1) Given the reactants [H-].[Na+].[NH2:3][C:4]1[C:9]([CH3:10])=[CH:8][C:7]([OH:11])=[C:6]([CH3:12])[CH:5]=1.Cl[C:14]1[S:15][C:16]([Cl:20])=[C:17]([Cl:19])[N:18]=1.CO, predict the reaction product. The product is: [Cl:19][C:17]1[N:18]=[C:14]([O:11][C:7]2[C:6]([CH3:12])=[CH:5][C:4]([NH2:3])=[C:9]([CH3:10])[CH:8]=2)[S:15][C:16]=1[Cl:20]. (2) Given the reactants [CH3:1][O:2][CH2:3][CH:4]([CH2:29][O:30][CH3:31])[O:5][C:6]1[CH:7]=[C:8]([O:18][C:19]2[CH:20]=[N:21][C:22]([S:25]([CH3:28])(=[O:27])=[O:26])=[CH:23][CH:24]=2)[CH:9]=[C:10]2[C:14]=1[NH:13][C:12]([C:15](=[S:17])[NH2:16])=[CH:11]2.[C:32]([O:37][CH2:38][CH3:39])(=[O:36])[C:33]#[C:34][CH3:35].C(P(CCCC)CCCC)CCC.O1CCCC1, predict the reaction product. The product is: [CH3:1][O:2][CH2:3][CH:4]([CH2:29][O:30][CH3:31])[O:5][C:6]1[CH:7]=[C:8]([O:18][C:19]2[CH:20]=[N:21][C:22]([S:25]([CH3:28])(=[O:26])=[O:27])=[CH:23][CH:24]=2)[CH:9]=[C:10]2[C:14]=1[NH:13][C:12]([C:15]1[S:17][CH:34]([CH2:33][C:32]([O:37][CH2:38][CH3:39])=[O:36])[CH2:35][N:16]=1)=[CH:11]2. (3) The product is: [C:31]1([CH:7]([C:1]2[CH:2]=[CH:3][CH:4]=[CH:5][CH:6]=2)[N:8]2[C:16]3[C:11](=[CH:12][CH:13]=[CH:14][CH:15]=3)[CH:10]([C:18]3[C:28]([OH:29])=[CH:27][C:21]4[N:22]([CH3:26])[C:23](=[O:25])[O:24][C:20]=4[CH:19]=3)[C:9]2=[O:30])[CH:32]=[CH:33][CH:34]=[CH:35][CH:36]=1. Given the reactants [C:1]1([CH:7]([C:31]2[CH:36]=[CH:35][CH:34]=[CH:33][CH:32]=2)[N:8]2[C:16]3[C:11](=[CH:12][CH:13]=[CH:14][CH:15]=3)[C:10]([C:18]3[C:28]([OH:29])=[CH:27][C:21]4[N:22]([CH3:26])[C:23](=[O:25])[O:24][C:20]=4[CH:19]=3)(O)[C:9]2=[O:30])[CH:6]=[CH:5][CH:4]=[CH:3][CH:2]=1.OC1(C2C(O)=CC3ON=C(C)C=3C=2)C2C(=CC=CC=2)N(CC2C=CC(OC)=CC=2)C1=O, predict the reaction product. (4) Given the reactants [CH:1]([C:3]1[CH:4]=[N:5][CH:6]=[C:7]([CH:10]=1)[C:8]#[N:9])=O.[C:11](#[N:15])[CH2:12][C:13]#[N:14].[OH:16][C:17]1[CH:25]=[CH:24][CH:23]=[C:22]2[C:18]=1[CH:19]=[CH:20][NH:21]2.N1CCCCC1, predict the reaction product. The product is: [NH2:14][C:13]1[O:16][CH:17]2[C:18]3[C:22](=[CH:23][CH:24]=[C:25]2[CH:1]([C:3]2[CH:4]=[N:5][CH:6]=[C:7]([C:8]#[N:9])[CH:10]=2)[C:12]=1[C:11]#[N:15])[N:21]=[CH:20][CH:19]=3. (5) Given the reactants [H-].[Na+].CO.[Cl:5][C:6]1[CH:7]=[C:8]([CH:11]=[C:12](Cl)[N:13]=1)[C:9]#[N:10].C[CH2:16][O:17]C(C)=O.CCCCCC, predict the reaction product. The product is: [Cl:5][C:6]1[CH:7]=[C:8]([CH:11]=[C:12]([O:17][CH3:16])[N:13]=1)[C:9]#[N:10]. (6) Given the reactants [F:1][C:2]1[CH:21]=[CH:20][C:5]2[C:6]([C:9]3[CH:14]=[CH:13][C:12]([O:15][CH2:16][C@@H:17]4[CH2:19][O:18]4)=[CH:11][CH:10]=3)=[N:7][O:8][C:4]=2[CH:3]=1.[NH:22]1[CH2:27][CH2:26][O:25][CH2:24][CH2:23]1, predict the reaction product. The product is: [F:1][C:2]1[CH:21]=[CH:20][C:5]2[C:6]([C:9]3[CH:10]=[CH:11][C:12]([O:15][CH2:16][C@@H:17]([OH:18])[CH2:19][N:22]4[CH2:27][CH2:26][O:25][CH2:24][CH2:23]4)=[CH:13][CH:14]=3)=[N:7][O:8][C:4]=2[CH:3]=1.